Dataset: Catalyst prediction with 721,799 reactions and 888 catalyst types from USPTO. Task: Predict which catalyst facilitates the given reaction. (1) Reactant: [F:1][C:2]1[CH:7]=[CH:6][C:5]([C:8]2[S:12][C:11]([CH3:13])=[N:10][C:9]=2[C:14]([OH:16])=O)=[CH:4][CH:3]=1.CN(C(ON1N=NC2C=CC=NC1=2)=[N+](C)C)C.F[P-](F)(F)(F)(F)F.C(N(CC)C(C)C)(C)C.[F:50][C:51]1[C:66]([F:67])=[CH:65][C:54]2[NH:55][C:56]([CH2:58][CH:59]3[CH2:64][CH2:63][CH2:62][CH2:61][NH:60]3)=[N:57][C:53]=2[CH:52]=1. Product: [F:50][C:51]1[C:66]([F:67])=[CH:65][C:54]2[NH:55][C:56]([CH2:58][CH:59]3[CH2:64][CH2:63][CH2:62][CH2:61][N:60]3[C:14]([C:9]3[N:10]=[C:11]([CH3:13])[S:12][C:8]=3[C:5]3[CH:4]=[CH:3][C:2]([F:1])=[CH:7][CH:6]=3)=[O:16])=[N:57][C:53]=2[CH:52]=1. The catalyst class is: 3. (2) Reactant: [OH:1][C:2]1[C:3]([CH3:26])=[C:4]2[C:9](=[C:10]([CH3:13])[C:11]=1[CH3:12])[O:8][C:7]([CH3:25])([C:14]([N:16]1[CH2:20][CH2:19][CH2:18][C@H:17]1[C:21]([O:23]C)=[O:22])=[O:15])[CH2:6][CH2:5]2.O[Li].O. Product: [OH:1][C:2]1[C:3]([CH3:26])=[C:4]2[C:9](=[C:10]([CH3:13])[C:11]=1[CH3:12])[O:8][C:7]([CH3:25])([C:14]([N:16]1[CH2:20][CH2:19][CH2:18][C@H:17]1[C:21]([OH:23])=[O:22])=[O:15])[CH2:6][CH2:5]2. The catalyst class is: 20.